Dataset: Reaction yield outcomes from USPTO patents with 853,638 reactions. Task: Predict the reaction yield, written as a fraction of the theoretical maximum amount of product (1.0 means a 100% yield; for example, 0.34 means a 34% yield). (1) The reactants are [F:1][C:2]1[CH:7]=[CH:6][C:5]([C:8]2[C:9](=O)[O:10][C:11](=[O:24])[C:12]=2[C:13]2[CH:23]=[CH:22][C:16]3[O:17][CH2:18][C:19](=[O:21])[NH:20][C:15]=3[CH:14]=2)=[CH:4][CH:3]=1.[N:26]1[CH:31]=[CH:30][CH:29]=[C:28]([NH2:32])[CH:27]=1. The catalyst is CN(C=O)C.CCOC(C)=O. The product is [F:1][C:2]1[CH:7]=[CH:6][C:5]([C:8]2[C:9](=[O:10])[N:32]([C:28]3[CH:27]=[N:26][CH:31]=[CH:30][CH:29]=3)[C:11](=[O:24])[C:12]=2[C:13]2[CH:23]=[CH:22][C:16]3[O:17][CH2:18][C:19](=[O:21])[NH:20][C:15]=3[CH:14]=2)=[CH:4][CH:3]=1. The yield is 0.740. (2) The reactants are Cl[C:2]1[C:11]2[C:6](=[CH:7][C:8]([Cl:15])=[C:9]([N+:12]([O-:14])=[O:13])[CH:10]=2)[N:5]=[CH:4][C:3]=1[C:16]#[N:17].[O:18]([C:25]1[CH:31]=[CH:30][C:28]([NH2:29])=[CH:27][CH:26]=1)[C:19]1[CH:24]=[CH:23][CH:22]=[CH:21][CH:20]=1.Cl.N1C=CC=CC=1.C(=O)([O-])[O-].[Na+].[Na+]. The catalyst is C(OCCO)C.O. The product is [Cl:15][C:8]1[CH:7]=[C:6]2[C:11]([C:2]([NH:29][C:28]3[CH:27]=[CH:26][C:25]([O:18][C:19]4[CH:24]=[CH:23][CH:22]=[CH:21][CH:20]=4)=[CH:31][CH:30]=3)=[C:3]([C:16]#[N:17])[CH:4]=[N:5]2)=[CH:10][C:9]=1[N+:12]([O-:14])=[O:13]. The yield is 0.739. (3) The reactants are [CH3:1][O:2][C:3](=[O:15])[CH2:4][CH2:5][C:6]1[CH:11]=[CH:10][C:9]([CH2:12]Cl)=[CH:8][C:7]=1[CH3:14].[N-:16]=[N+:17]=[N-:18].[Na+].O. The catalyst is CN(C=O)C. The product is [CH3:1][O:2][C:3](=[O:15])[CH2:4][CH2:5][C:6]1[CH:11]=[CH:10][C:9]([CH2:12][N:16]=[N+:17]=[N-:18])=[CH:8][C:7]=1[CH3:14]. The yield is 0.910. (4) The reactants are [C:1]([C:3]1[C:4]([NH2:25])=[N:5][C:6]([NH2:24])=[N:7][C:8]=1[O:9][CH2:10][CH2:11][O:12][CH2:13][P:14]([O:20][CH:21]([CH3:23])[CH3:22])([O:16][CH:17]([CH3:19])[CH3:18])=[O:15])#N.S(=O)(=O)(O)[OH:27]. The catalyst is O.[Pd]. The product is [CH:1]([C:3]1[C:4]([NH2:25])=[N:5][C:6]([NH2:24])=[N:7][C:8]=1[O:9][CH2:10][CH2:11][O:12][CH2:13][P:14]([O:20][CH:21]([CH3:23])[CH3:22])([O:16][CH:17]([CH3:19])[CH3:18])=[O:15])=[O:27]. The yield is 0.420. (5) The reactants are [OH:1][CH:2]1[CH:7]([NH:8][C:9](=[O:15])[O:10][C:11]([CH3:14])([CH3:13])[CH3:12])[CH:6]=[C:5]([C:16]2[CH:21]=[CH:20][N:19]=[CH:18][C:17]=2[N+:22]([O-:24])=[O:23])[CH2:4][CH:3]1[CH3:25].[CH3:26][C:27](OC(C)=O)=[O:28]. The catalyst is N1C=CC=CC=1. The product is [C:27]([O:1][CH:2]1[CH:3]([CH3:25])[CH2:4][C:5]([C:16]2[CH:21]=[CH:20][N:19]=[CH:18][C:17]=2[N+:22]([O-:24])=[O:23])=[CH:6][CH:7]1[NH:8][C:9]([O:10][C:11]([CH3:12])([CH3:13])[CH3:14])=[O:15])(=[O:28])[CH3:26]. The yield is 0.940.